Dataset: Full USPTO retrosynthesis dataset with 1.9M reactions from patents (1976-2016). Task: Predict the reactants needed to synthesize the given product. (1) Given the product [Br:47][C:44]1[CH:45]=[CH:46][C:41]([C@H:10]2[C@H:9]([O:8][CH2:1][C:2]3[CH:7]=[CH:6][CH:5]=[CH:4][CH:3]=3)[C@@H:14]([O:15][CH2:16][C:17]3[CH:22]=[CH:21][CH:20]=[CH:19][CH:18]=3)[C@H:13]([O:23][CH2:24][C:25]3[CH:26]=[CH:27][CH:28]=[CH:29][CH:30]=3)[C@@H:12]([CH2:31][O:32][CH2:33][C:34]3[CH:39]=[CH:38][CH:37]=[CH:36][CH:35]=3)[S:11]2)=[CH:42][C:43]=1[CH2:48][C:49]1[CH:58]=[CH:57][C:52]2[O:53][CH2:54][CH2:55][O:56][C:51]=2[CH:50]=1, predict the reactants needed to synthesize it. The reactants are: [CH2:1]([O:8][C@@H:9]1[C@@H:14]([O:15][CH2:16][C:17]2[CH:22]=[CH:21][CH:20]=[CH:19][CH:18]=2)[C@H:13]([O:23][CH2:24][C:25]2[CH:30]=[CH:29][CH:28]=[CH:27][CH:26]=2)[C@@H:12]([CH2:31][O:32][CH2:33][C:34]2[CH:39]=[CH:38][CH:37]=[CH:36][CH:35]=2)[S:11][C:10]1([C:41]1[CH:46]=[CH:45][C:44]([Br:47])=[C:43]([CH2:48][C:49]2[CH:58]=[CH:57][C:52]3[O:53][CH2:54][CH2:55][O:56][C:51]=3[CH:50]=2)[CH:42]=1)O)[C:2]1[CH:7]=[CH:6][CH:5]=[CH:4][CH:3]=1.ClCCl.C([SiH](CC)CC)C.B(F)(F)F.CCOCC. (2) Given the product [CH:1]1(/[CH:7]=[CH:8]\[C:9]2[CH:10]=[CH:11][C:12]([C:15]#[N:16])=[N:13][CH:14]=2)[CH2:6][CH2:5][CH2:4][CH2:3][CH2:2]1, predict the reactants needed to synthesize it. The reactants are: [CH:1]1([C:7]#[C:8][C:9]2[CH:10]=[CH:11][C:12]([C:15]#[N:16])=[N:13][CH:14]=2)[CH2:6][CH2:5][CH2:4][CH2:3][CH2:2]1.[H][H]. (3) Given the product [CH3:33][NH:34][C:35]([C:37]1[CH:42]=[C:41]([O:22][C:17]2[CH:18]=[C:19]3[C:14](=[CH:15][CH:16]=2)[N:13]=[C:12]([NH:11][C:7]2[CH:8]=[CH:9][CH:10]=[C:5]([C:1]([CH3:4])([CH3:2])[CH3:3])[CH:6]=2)[CH:21]=[N:20]3)[CH:40]=[CH:39][N:38]=1)=[O:36], predict the reactants needed to synthesize it. The reactants are: [C:1]([C:5]1[CH:6]=[C:7]([NH:11][C:12]2[CH:21]=[N:20][C:19]3[C:14](=[CH:15][CH:16]=[C:17]([OH:22])[CH:18]=3)[N:13]=2)[CH:8]=[CH:9][CH:10]=1)([CH3:4])([CH3:3])[CH3:2].C[Si]([N-][Si](C)(C)C)(C)C.[K+].[CH3:33][NH:34][C:35]([C:37]1[CH:42]=[C:41](Cl)[CH:40]=[CH:39][N:38]=1)=[O:36].C(=O)([O-])[O-].[K+].[K+]. (4) Given the product [Cl:1][C:2]1[C:3]([O:8][CH:9]([CH3:11])[CH3:10])=[N:4][CH:5]=[C:6]([B:15]2[O:16][C:17]([CH3:19])([CH3:18])[C:13]([CH3:29])([CH3:12])[O:14]2)[CH:7]=1, predict the reactants needed to synthesize it. The reactants are: [Cl:1][C:2]1[C:3]([O:8][CH:9]([CH3:11])[CH3:10])=[N:4][CH:5]=[CH:6][CH:7]=1.[CH3:12][C:13]1([CH3:29])[C:17]([CH3:19])([CH3:18])[O:16][B:15]([B:15]2[O:16][C:17]([CH3:19])([CH3:18])[C:13]([CH3:29])([CH3:12])[O:14]2)[O:14]1.C(C1C=CN=C(C2C=C(C(C)(C)C)C=CN=2)C=1)(C)(C)C. (5) Given the product [CH3:32][O:31][C:28]1[CH:27]=[CH:26][C:25]([C:20]2[N:19]=[C:18]([CH2:17][CH2:16][O:15][C:11]3[CH:10]=[C:9]4[C:14](=[CH:13][CH:12]=3)[C@H:6]([CH2:5][C:4]([OH:33])=[O:3])[CH2:7][CH2:8]4)[C:23]([CH3:24])=[CH:22][CH:21]=2)=[CH:30][CH:29]=1, predict the reactants needed to synthesize it. The reactants are: C([O:3][C:4](=[O:33])[CH2:5][C@H:6]1[C:14]2[C:9](=[CH:10][C:11]([O:15][CH2:16][CH2:17][C:18]3[C:23]([CH3:24])=[CH:22][CH:21]=[C:20]([C:25]4[CH:30]=[CH:29][C:28]([O:31][CH3:32])=[CH:27][CH:26]=4)[N:19]=3)=[CH:12][CH:13]=2)[CH2:8][CH2:7]1)C.[Li+].[OH-].CO.O. (6) Given the product [CH3:20][O:21][C:22]1[CH:23]=[C:24]([NH:25][CH:26]([C:27]2[CH:35]=[C:30]3[CH:31]=[CH:32][CH:33]=[CH:34][N:29]3[N:28]=2)[C:18]([C:11]2[C:12]3[C:17](=[CH:16][CH:15]=[CH:14][CH:13]=3)[N:9]([CH3:8])[N:10]=2)=[O:19])[CH:36]=[CH:37][CH:38]=1, predict the reactants needed to synthesize it. The reactants are: C(N(CC)CC)C.[CH3:8][N:9]1[C:17]2[C:12](=[CH:13][CH:14]=[CH:15][CH:16]=2)[C:11]([CH:18]=[O:19])=[N:10]1.[CH3:20][O:21][C:22]1[CH:23]=[C:24]([CH:36]=[CH:37][CH:38]=1)[N:25]=[CH:26][C:27]1[CH:35]=[C:30]2[CH:31]=[CH:32][CH:33]=[CH:34][N:29]2[N:28]=1. (7) Given the product [Cl:1][C:2]1[N:7]=[CH:6][C:5]([S:8]([NH:11][C:12]2[C:21]([NH:28][C:27]3[CH:29]=[C:30]([O:32][CH3:33])[CH:31]=[C:25]([O:24][CH3:23])[CH:26]=3)=[N:20][C:19]3[C:14](=[CH:15][CH:16]=[CH:17][CH:18]=3)[N:13]=2)(=[O:10])=[O:9])=[CH:4][CH:3]=1, predict the reactants needed to synthesize it. The reactants are: [Cl:1][C:2]1[N:7]=[CH:6][C:5]([S:8]([NH:11][C:12]2[C:21](Cl)=[N:20][C:19]3[C:14](=[CH:15][CH:16]=[CH:17][CH:18]=3)[N:13]=2)(=[O:10])=[O:9])=[CH:4][CH:3]=1.[CH3:23][O:24][C:25]1[CH:26]=[C:27]([CH:29]=[C:30]([O:32][CH3:33])[CH:31]=1)[NH2:28].C1(C)C=CC=CC=1. (8) Given the product [CH2:1]([O:3][C:4]([C:6]1[C:7]([N:38]([CH3:39])[CH3:37])=[N:8][C:9]2[C:14]([C:15]=1[CH2:16][C:17]1[CH:22]=[CH:21][CH:20]=[CH:19][C:18]=1[Cl:23])=[CH:13][C:12]([Cl:24])=[CH:11][C:10]=2[C:25]([F:27])([F:26])[F:28])=[O:5])[CH3:2], predict the reactants needed to synthesize it. The reactants are: [CH2:1]([O:3][C:4]([C:6]1[C:7](OS(C(F)(F)F)(=O)=O)=[N:8][C:9]2[C:14]([C:15]=1[CH2:16][C:17]1[CH:22]=[CH:21][CH:20]=[CH:19][C:18]=1[Cl:23])=[CH:13][C:12]([Cl:24])=[CH:11][C:10]=2[C:25]([F:28])([F:27])[F:26])=[O:5])[CH3:2].[CH3:37][NH:38][CH3:39].